Dataset: Reaction yield outcomes from USPTO patents with 853,638 reactions. Task: Predict the reaction yield, written as a fraction of the theoretical maximum amount of product (1.0 means a 100% yield; for example, 0.34 means a 34% yield). (1) The reactants are C[O:2][C:3](=[O:25])[C@@H:4]([N:9]1[CH2:13][C:12]2=[CH:14][C:15]3[C:16]([O:22][CH3:23])=[CH:17][CH:18]=[CH:19][C:20]=3[O:21][CH:11]2[C:10]1=[O:24])[CH2:5][CH:6]([CH3:8])[CH3:7].O.[OH-].[Li+]. The catalyst is O1CCCC1.O. The product is [CH3:23][O:22][C:16]1[C:15]2[CH2:14][C:12]3[CH2:13][N:9]([C@@H:4]([CH2:5][CH:6]([CH3:8])[CH3:7])[C:3]([OH:25])=[O:2])[C:10](=[O:24])[C:11]=3[O:21][C:20]=2[CH:19]=[CH:18][CH:17]=1. The yield is 0.723. (2) The reactants are O1CCCCC1[N:7]1[C:15]2[C:10](=[CH:11][C:12]([C:16]3[N:20]=[CH:19][N:18](C(C4C=CC=CC=4)(C4C=CC=CC=4)C4C=CC=CC=4)[N:17]=3)=[CH:13][CH:14]=2)[C:9]([C:40]2[CH:45]=[CH:44][C:43]([NH2:46])=[CH:42][CH:41]=2)=[N:8]1.Cl.[C:48](Cl)(=O)[C:49]1[CH:54]=[CH:53][CH:52]=[N:51][CH:50]=1.C(N(CC)CC)C.[O:64]1CCC[CH2:65]1. No catalyst specified. The product is [NH:18]1[CH:19]=[N:20][C:16]([C:12]2[CH:11]=[C:10]3[C:15](=[CH:14][CH:13]=2)[NH:7][N:8]=[C:9]3[C:40]2[CH:45]=[CH:44][C:43]([NH:46][C:65](=[O:64])[CH2:48][C:49]3[CH:50]=[N:51][CH:52]=[CH:53][CH:54]=3)=[CH:42][CH:41]=2)=[N:17]1. The yield is 0.560. (3) The reactants are B(Br)(Br)Br.C([O:12][C:13]1[CH:18]=[CH:17][C:16]([C:19]2[CH:26]=[N:25][CH:24]=[C:23]([Cl:27])[C:20]=2[C:21]#[N:22])=[CH:15][CH:14]=1)C1C=CC=CC=1.C(=O)(O)[O-].[Na+]. The catalyst is ClCCl. The product is [Cl:27][C:23]1[CH:24]=[N:25][CH:26]=[C:19]([C:16]2[CH:17]=[CH:18][C:13]([OH:12])=[CH:14][CH:15]=2)[C:20]=1[C:21]#[N:22]. The yield is 0.650. (4) The reactants are CCN(C(C)C)C(C)C.CCN=C=NCCCN(C)C.C1C=CC2N(O)N=NC=2C=1.[N:31]1([C:37]([C:39]2[CH:44]=[CH:43][CH:42]=[CH:41][C:40]=2C(F)(F)F)=[O:38])CCNCC1. The catalyst is CN(C=O)C.O. The product is [C:37]([NH2:31])(=[O:38])[C:39]1[CH:44]=[CH:43][CH:42]=[CH:41][CH:40]=1. The yield is 0.650. (5) The reactants are [C:1]([O:5][C:6]([C@@H:8]1[CH2:11][C@H:10]([C:12]([OH:14])=[O:13])[C:9]1([CH3:16])[CH3:15])=[O:7])([CH3:4])([CH3:3])[CH3:2].C([O-])([O-])=O.[Na+].[Na+].[CH2:23](Br)[C:24]1[CH:29]=[CH:28][CH:27]=[CH:26][CH:25]=1. The catalyst is C(Cl)Cl.CCCC[N+](CCCC)(CCCC)CCCC.[Br-].O. The product is [CH3:15][C:9]1([CH3:16])[C@H:8]([C:6]([O:5][C:1]([CH3:4])([CH3:2])[CH3:3])=[O:7])[CH2:11][C@@H:10]1[C:12]([O:14][CH2:23][C:24]1[CH:29]=[CH:28][CH:27]=[CH:26][CH:25]=1)=[O:13]. The yield is 0.300. (6) The reactants are [Cl-].O[NH3+:3].[C:4](=[O:7])([O-])[OH:5].[Na+].CS(C)=O.[CH2:13]([C:17]1[N:18]([CH2:30][C:31]2[CH:36]=[CH:35][C:34]([C:37]3[C:38]([C:43]#[N:44])=[CH:39][CH:40]=[CH:41][CH:42]=3)=[CH:33][CH:32]=2)[C:19](=[O:29])[C:20]([C:24]2[S:25][CH:26]=[CH:27][CH:28]=2)=[C:21]([CH3:23])[N:22]=1)[CH2:14][CH2:15][CH3:16]. The catalyst is O. The product is [CH2:13]([C:17]1[N:18]([CH2:30][C:31]2[CH:32]=[CH:33][C:34]([C:37]3[CH:42]=[CH:41][CH:40]=[CH:39][C:38]=3[C:43]3[NH:3][C:4](=[O:7])[O:5][N:44]=3)=[CH:35][CH:36]=2)[C:19](=[O:29])[C:20]([C:24]2[S:25][CH:26]=[CH:27][CH:28]=2)=[C:21]([CH3:23])[N:22]=1)[CH2:14][CH2:15][CH3:16]. The yield is 0.780.